Dataset: Catalyst prediction with 721,799 reactions and 888 catalyst types from USPTO. Task: Predict which catalyst facilitates the given reaction. (1) Reactant: [NH2:1][C:2]1[CH:3]=[C:4]2[C:8](=[CH:9][CH:10]=1)[NH:7][C:6]([C:11]([O:13][CH2:14][CH3:15])=[O:12])=[CH:5]2.C(N(CC)CC)C.[C:23](O[C:23]([O:25][C:26]([CH3:29])([CH3:28])[CH3:27])=[O:24])([O:25][C:26]([CH3:29])([CH3:28])[CH3:27])=[O:24].[Cl-].[NH4+]. Product: [C:26]([O:25][C:23]([NH:1][C:2]1[CH:3]=[C:4]2[C:8](=[CH:9][CH:10]=1)[NH:7][C:6]([C:11]([O:13][CH2:14][CH3:15])=[O:12])=[CH:5]2)=[O:24])([CH3:29])([CH3:28])[CH3:27]. The catalyst class is: 4. (2) Reactant: C(O[CH:4](OCC)[CH2:5][O:6][C:7]1[CH:12]=[CH:11][CH:10]=[CH:9][C:8]=1[Br:13])C.[OH-].[Na+].CCOCC. Product: [Br:13][C:8]1[C:7]2[O:6][CH:5]=[CH:4][C:12]=2[CH:11]=[CH:10][CH:9]=1. The catalyst class is: 159. (3) Reactant: [F:1][C:2]1[CH:7]=[CH:6][C:5]([C:8]2[N:13]=[C:12]([CH3:14])[C:11]([C:15]([OH:17])=O)=[CH:10][N:9]=2)=[CH:4][CH:3]=1.C(N(C(C)C)CC)(C)C.[CH3:27][NH:28][S:29]([C:32]1[CH:33]=[C:34]([CH:37]=[CH:38][CH:39]=1)[CH2:35][NH2:36])(=[O:31])=[O:30]. Product: [CH3:27][NH:28][S:29]([C:32]1[CH:33]=[C:34]([CH:37]=[CH:38][CH:39]=1)[CH2:35][NH:36][C:15]([C:11]1[C:12]([CH3:14])=[N:13][C:8]([C:5]2[CH:4]=[CH:3][C:2]([F:1])=[CH:7][CH:6]=2)=[N:9][CH:10]=1)=[O:17])(=[O:30])=[O:31]. The catalyst class is: 3. (4) Reactant: C([O:3][C:4]([C:6]1[N:7]=[C:8]2[C:13]([C:14]([F:17])([F:16])[F:15])=[CH:12][C:11]([C:18]3[CH:22]=[CH:21][O:20][CH:19]=3)=[CH:10][N:9]2[C:23]=1[Cl:24])=[O:5])C. Product: [Cl:24][C:23]1[N:9]2[CH:10]=[C:11]([C:18]3[CH:22]=[CH:21][O:20][CH:19]=3)[CH:12]=[C:13]([C:14]([F:16])([F:15])[F:17])[C:8]2=[N:7][C:6]=1[C:4]([OH:5])=[O:3]. The catalyst class is: 393. (5) Reactant: [CH3:1][S:2]([CH2:5][C:6]#[N:7])(=[O:4])=[O:3].C(=O)([O-])[O-].[K+].[K+].[F:14][C:15]([F:30])([F:29])[C:16]1[CH:17]=[C:18]([N:26]=[C:27]=[S:28])[CH:19]=[C:20]([C:22]([F:25])([F:24])[F:23])[CH:21]=1.[CH3:31]I. Product: [F:23][C:22]([F:24])([F:25])[C:20]1[CH:19]=[C:18]([NH:26][C:27]([S:28][CH3:31])=[C:5]([S:2]([CH3:1])(=[O:4])=[O:3])[C:6]#[N:7])[CH:17]=[C:16]([C:15]([F:29])([F:14])[F:30])[CH:21]=1. The catalyst class is: 21. (6) Reactant: [F:1][C:2]([F:30])([F:29])[O:3][C:4]1[CH:9]=[CH:8][C:7]([C:10]2[CH:15]=[C:14]([C:16]#[N:17])[CH:13]=[C:12]([C:18]3[CH:23]=[CH:22][C:21]([O:24][C:25]([F:28])([F:27])[F:26])=[CH:20][CH:19]=3)[N:11]=2)=[CH:6][CH:5]=1.[H-].[H-].[H-].[H-].[Li+].[Al+3]. Product: [F:30][C:2]([F:1])([F:29])[O:3][C:4]1[CH:9]=[CH:8][C:7]([C:10]2[CH:15]=[C:14]([CH2:16][NH2:17])[CH:13]=[C:12]([C:18]3[CH:23]=[CH:22][C:21]([O:24][C:25]([F:28])([F:26])[F:27])=[CH:20][CH:19]=3)[N:11]=2)=[CH:6][CH:5]=1. The catalyst class is: 27.